This data is from Peptide-MHC class I binding affinity with 185,985 pairs from IEDB/IMGT. The task is: Regression. Given a peptide amino acid sequence and an MHC pseudo amino acid sequence, predict their binding affinity value. This is MHC class I binding data. (1) The peptide sequence is MKYCSYQSF. The MHC is HLA-B15:03 with pseudo-sequence HLA-B15:03. The binding affinity (normalized) is 0.959. (2) The peptide sequence is EPWLKNNQF. The MHC is HLA-B35:01 with pseudo-sequence HLA-B35:01. The binding affinity (normalized) is 0.358. (3) The peptide sequence is KARNIISPV. The MHC is HLA-B51:01 with pseudo-sequence HLA-B51:01. The binding affinity (normalized) is 0.0847. (4) The peptide sequence is FLGKIWPSYK. The MHC is HLA-B44:02 with pseudo-sequence HLA-B44:02. The binding affinity (normalized) is 0.0799. (5) The peptide sequence is GEYKSYCKL. The MHC is HLA-A02:03 with pseudo-sequence HLA-A02:03. The binding affinity (normalized) is 0. (6) The peptide sequence is YENAFLPFTL. The MHC is HLA-B45:01 with pseudo-sequence HLA-B45:01. The binding affinity (normalized) is 0.752.